From a dataset of Forward reaction prediction with 1.9M reactions from USPTO patents (1976-2016). Predict the product of the given reaction. (1) Given the reactants [O:1]([C:8]1[CH:13]=[CH:12][C:11]([C:14]2[C:22]3[C:17](=[N:18][CH:19]=[N:20][C:21]=3[NH2:23])[NH:16][N:15]=2)=[CH:10][CH:9]=1)[C:2]1[CH:7]=[CH:6][CH:5]=[CH:4][CH:3]=1.F[C:25]1[CH:32]=[CH:31][C:28]([CH:29]=[O:30])=[CH:27][CH:26]=1.C(=O)([O-])[O-].[Cs+].[Cs+], predict the reaction product. The product is: [NH2:23][C:21]1[N:20]=[CH:19][N:18]=[C:17]2[N:16]([C:25]3[CH:32]=[CH:31][C:28]([CH:29]=[O:30])=[CH:27][CH:26]=3)[N:15]=[C:14]([C:11]3[CH:12]=[CH:13][C:8]([O:1][C:2]4[CH:7]=[CH:6][CH:5]=[CH:4][CH:3]=4)=[CH:9][CH:10]=3)[C:22]=12. (2) Given the reactants [NH:1]1[CH2:6][CH2:5][NH:4][CH2:3][C:2]1=[O:7].Cl[C:9]1[C:14]([C:15]([F:18])([F:17])[F:16])=[CH:13][CH:12]=[CH:11][N:10]=1.C(N(C(C)C)CC)(C)C, predict the reaction product. The product is: [F:16][C:15]([F:18])([F:17])[C:14]1[C:9]([N:4]2[CH2:5][CH2:6][NH:1][C:2](=[O:7])[CH2:3]2)=[N:10][CH:11]=[CH:12][CH:13]=1. (3) Given the reactants [CH:1]([C:4]1[C:5]([O:13][CH3:14])=[CH:6][C:7]([CH3:12])=[C:8]([CH:11]=1)[CH:9]=O)([CH3:3])[CH3:2].[NH:15]1[C:23]2[C:18](=[CH:19][CH:20]=[CH:21][N:22]=2)[CH2:17][C:16]1=[O:24], predict the reaction product. The product is: [CH:1]([C:4]1[C:5]([O:13][CH3:14])=[CH:6][C:7]([CH3:12])=[C:8]([CH:11]=1)[CH:9]=[C:17]1[C:18]2[C:23](=[N:22][CH:21]=[CH:20][CH:19]=2)[NH:15][C:16]1=[O:24])([CH3:3])[CH3:2]. (4) Given the reactants [F:1][C:2]([F:26])([F:25])[S:3][CH2:4][CH2:5][CH2:6][CH2:7][CH2:8][CH2:9][O:10][C:11]1[CH:16]=[C:15]([S:17][CH2:18][C:19]([F:22])([F:21])[F:20])[C:14]([CH3:23])=[CH:13][C:12]=1[CH3:24].ClC1C=CC=C(C(OO)=[O:35])C=1.S([O-])([O-])(=O)=S.[Na+].[Na+].CCCCCC, predict the reaction product. The product is: [F:26][C:2]([F:1])([F:25])[S:3][CH2:4][CH2:5][CH2:6][CH2:7][CH2:8][CH2:9][O:10][C:11]1[CH:16]=[C:15]([S:17]([CH2:18][C:19]([F:20])([F:21])[F:22])=[O:35])[C:14]([CH3:23])=[CH:13][C:12]=1[CH3:24]. (5) The product is: [Cl:1][C:2]1[CH:7]=[CH:6][C:5]([C:8]2([OH:34])[CH2:13][CH2:12][N:11]([CH2:14][CH2:15][N:17]3[C@@H:22]([CH3:23])[CH2:21][O:20][C@H:19]([CH2:24][C:25]4[CH:26]=[CH:27][C:28]([F:31])=[CH:29][CH:30]=4)[CH2:18]3)[CH2:10][C:9]2([CH3:33])[CH3:32])=[CH:4][CH:3]=1. Given the reactants [Cl:1][C:2]1[CH:7]=[CH:6][C:5]([C:8]2([OH:34])[CH2:13][CH2:12][N:11]([CH2:14][C:15]([N:17]3[C@@H:22]([CH3:23])[CH2:21][O:20][C@H:19]([CH2:24][C:25]4[CH:30]=[CH:29][C:28]([F:31])=[CH:27][CH:26]=4)[CH2:18]3)=O)[CH2:10][C:9]2([CH3:33])[CH3:32])=[CH:4][CH:3]=1, predict the reaction product. (6) Given the reactants [OH:1][CH2:2][C@@H:3]([NH:10][C:11]([C:13]1[NH:14][CH:15]=[C:16]([C:18]2[C:23]([CH3:24])=[CH:22][N:21]=[C:20]([SH:25])[N:19]=2)[CH:17]=1)=[O:12])[C:4]1[CH:9]=[CH:8][CH:7]=[CH:6][CH:5]=1.[CH2:26](I)[CH2:27][CH3:28], predict the reaction product. The product is: [OH:1][CH2:2][C@@H:3]([NH:10][C:11]([C:13]1[N:14]=[CH:15][CH:16]([C:18]2[C:23]([CH3:24])=[CH:22][N:21]=[C:20]([S:25][CH2:26][CH2:27][CH3:28])[N:19]=2)[CH:17]=1)=[O:12])[C:4]1[CH:5]=[CH:6][CH:7]=[CH:8][CH:9]=1. (7) Given the reactants Cl.Cl.[NH2:3][C@@H:4]1[CH2:6][C@H:5]1[C:7]1[CH:12]=[CH:11][C:10]([NH:13][C:14](=[O:27])[C:15]2[CH:20]=[CH:19][CH:18]=[C:17]([N:21]3[CH2:26][CH2:25][CH2:24][CH2:23][CH2:22]3)[CH:16]=2)=[CH:9][CH:8]=1.[CH:28](=O)[C:29]1[CH:34]=[CH:33][CH:32]=[CH:31][CH:30]=1.C(=O)([O-])O.[Na+].[BH4-].[Na+], predict the reaction product. The product is: [CH2:28]([NH:3][C@@H:4]1[CH2:6][C@H:5]1[C:7]1[CH:8]=[CH:9][C:10]([NH:13][C:14](=[O:27])[C:15]2[CH:20]=[CH:19][CH:18]=[C:17]([N:21]3[CH2:26][CH2:25][CH2:24][CH2:23][CH2:22]3)[CH:16]=2)=[CH:11][CH:12]=1)[C:29]1[CH:34]=[CH:33][CH:32]=[CH:31][CH:30]=1. (8) Given the reactants [C:1]([C:4]1[CH:5]=[C:6]([NH:11][C:12](=[NH:15])SC)[C:7](C)=[CH:8][CH:9]=1)([OH:3])=[O:2].[NH2:16][CH2:17][CH:18]([OH:21])[CH2:19]N.[CH3:22]N(C=O)C, predict the reaction product. The product is: [OH:21][C:18]1[CH2:17][NH:16][CH:12]([NH:11][C:6]2[CH:5]=[C:4]([C:9]([CH3:22])=[CH:8][CH:7]=2)[C:1]([OH:3])=[O:2])[NH:15][CH:19]=1. (9) Given the reactants [C:1]([N:4]1[CH2:9][CH2:8][CH:7]([C:10](=O)[CH2:11]Br)[CH2:6][CH2:5]1)(=[O:3])[CH3:2].[NH2:14][C:15]([NH2:17])=[S:16], predict the reaction product. The product is: [NH2:17][C:15]1[S:16][CH:11]=[C:10]([CH:7]2[CH2:8][CH2:9][N:4]([C:1](=[O:3])[CH3:2])[CH2:5][CH2:6]2)[N:14]=1.